From a dataset of Catalyst prediction with 721,799 reactions and 888 catalyst types from USPTO. Predict which catalyst facilitates the given reaction. (1) Reactant: [CH2:1]([O:8][C:9]([NH:11][C@H:12]1[CH2:16][CH2:15][N:14]([C@H:17]2[CH2:22][CH2:21][C@@H:20]([NH:23][C:24]([O:26][C:27]([CH3:30])([CH3:29])[CH3:28])=[O:25])[CH2:19][C@H:18]2[C:31]([O:33][CH3:34])=[O:32])[C:13]1=[O:35])=[O:10])[C:2]1[CH:7]=[CH:6][CH:5]=[CH:4][CH:3]=1.C(=O)([O-])[O-].[Cs+].[Cs+].O. Product: [CH2:1]([O:8][C:9]([NH:11][C@H:12]1[CH2:16][CH2:15][N:14]([C@H:17]2[CH2:22][CH2:21][C@@H:20]([NH:23][C:24]([O:26][C:27]([CH3:30])([CH3:29])[CH3:28])=[O:25])[CH2:19][C@@H:18]2[C:31]([O:33][CH3:34])=[O:32])[C:13]1=[O:35])=[O:10])[C:2]1[CH:3]=[CH:4][CH:5]=[CH:6][CH:7]=1. The catalyst class is: 3. (2) Reactant: [Cl:1][C:2]1[CH:3]=[C:4]([S:21]([N:24](CC2C=CC(OC)=CC=2OC)CC2C=CC(OC)=CC=2OC)(=[O:23])=[O:22])[CH:5]=[CH:6][C:7]=1[O:8][CH2:9][C:10]1([F:20])[CH2:15][CH2:14][N:13]([CH:16]2[CH2:19][O:18][CH2:17]2)[CH2:12][CH2:11]1.FC(F)(F)C(O)=O. Product: [Cl:1][C:2]1[CH:3]=[C:4]([S:21]([NH2:24])(=[O:23])=[O:22])[CH:5]=[CH:6][C:7]=1[O:8][CH2:9][C:10]1([F:20])[CH2:11][CH2:12][N:13]([CH:16]2[CH2:17][O:18][CH2:19]2)[CH2:14][CH2:15]1. The catalyst class is: 4. (3) Reactant: Cl.[NH2:2][CH2:3][C:4]([C:6]1[CH:11]=[CH:10][CH:9]=[CH:8][CH:7]=1)=[O:5].[C:12](O[C:12]([O:14][C:15]([CH3:18])([CH3:17])[CH3:16])=[O:13])([O:14][C:15]([CH3:18])([CH3:17])[CH3:16])=[O:13].[Cl-].[NH4+]. Product: [C:15]([O:14][C:12]([NH:2][CH2:3][C:4]([C:6]1[CH:11]=[CH:10][CH:9]=[CH:8][CH:7]=1)=[O:5])=[O:13])([CH3:18])([CH3:17])[CH3:16]. The catalyst class is: 599. (4) The catalyst class is: 1. Product: [C:15]([C:17]1[CH:24]=[CH:23][C:20]([CH:21]2[C:27]([C:28]([NH2:30])=[O:29])=[C:26]([CH3:31])[N:9]([C:5]3[CH:6]=[CH:7][CH:8]=[C:3]([C:2]([F:1])([F:13])[F:14])[CH:4]=3)[C:10](=[S:11])[NH:12]2)=[CH:19][CH:18]=1)#[N:16]. Reactant: [F:1][C:2]([F:14])([F:13])[C:3]1[CH:4]=[C:5]([NH:9][C:10]([NH2:12])=[S:11])[CH:6]=[CH:7][CH:8]=1.[C:15]([C:17]1[CH:24]=[CH:23][C:20]([CH:21]=O)=[CH:19][CH:18]=1)#[N:16].O=[C:26]([CH3:31])[CH2:27][C:28]([NH2:30])=[O:29]. (5) The catalyst class is: 768. Reactant: [CH3:1][N:2]([C:6]1[CH:11]=[CH:10][CH:9]=[CH:8][CH:7]=1)[CH2:3][CH2:4][OH:5].[CH:12]1[CH:17]=[C:16]([CH2:18][C:19](O)=[O:20])[C:15]([NH:22][C:23]2[C:28]([Cl:29])=[CH:27][CH:26]=[CH:25][C:24]=2[Cl:30])=[CH:14][CH:13]=1.ClCCl. Product: [Cl:29][C:28]1[CH:27]=[CH:26][CH:25]=[C:24]([Cl:30])[C:23]=1[NH:22][C:15]1[CH:14]=[CH:13][CH:12]=[CH:17][C:16]=1[CH2:18][C:19]([O:5][CH2:4][CH2:3][N:2]([CH3:1])[C:6]1[CH:11]=[CH:10][CH:9]=[CH:8][CH:7]=1)=[O:20].